From a dataset of Catalyst prediction with 721,799 reactions and 888 catalyst types from USPTO. Predict which catalyst facilitates the given reaction. (1) Reactant: [Br:1][C:2]1[N:6]2[C:7]3[NH:15][C:14](=[O:16])[CH:13]=[CH:12][C:8]=3[N:9]=[C:10]([CH3:11])[C:5]2=[C:4]([CH3:17])[N:3]=1.C([O-])([O-])=O.[Cs+].[Cs+].[CH:24]1([CH2:27]Br)[CH2:26][CH2:25]1. Product: [Br:1][C:2]1[N:6]2[C:7]3[N:15]=[C:14]([O:16][CH2:27][CH:24]4[CH2:26][CH2:25]4)[CH:13]=[CH:12][C:8]=3[N:9]=[C:10]([CH3:11])[C:5]2=[C:4]([CH3:17])[N:3]=1. The catalyst class is: 18. (2) Reactant: [NH2:1][C:2]1[CH:3]=[C:4]([NH:8][S:9]([C:12]2[CH:17]=[CH:16][CH:15]=[CH:14][CH:13]=2)(=[O:11])=[O:10])[CH:5]=[CH:6][CH:7]=1.[CH3:18][O:19][C:20]1[N:25]=[C:24]([O:26][CH3:27])[C:23]([C:28]2[CH:37]=[C:36]3[C:31]([C:32](Cl)=[C:33]([C:38]([NH2:40])=[O:39])[CH:34]=[N:35]3)=[CH:30][CH:29]=2)=[CH:22][N:21]=1. Product: [CH3:18][O:19][C:20]1[N:25]=[C:24]([O:26][CH3:27])[C:23]([C:28]2[CH:37]=[C:36]3[C:31]([C:32]([NH:1][C:2]4[CH:7]=[CH:6][CH:5]=[C:4]([NH:8][S:9]([C:12]5[CH:13]=[CH:14][CH:15]=[CH:16][CH:17]=5)(=[O:11])=[O:10])[CH:3]=4)=[C:33]([C:38]([NH2:40])=[O:39])[CH:34]=[N:35]3)=[CH:30][CH:29]=2)=[CH:22][N:21]=1. The catalyst class is: 15. (3) Reactant: [Cl:1][C:2]1[CH:7]=[C:6]([F:8])[CH:5]=[CH:4][C:3]=1[N:9]([CH2:24][O:25][C:26]([N:28]1[CH2:33][CH2:32][CH:31]([CH2:34][C:35]([OH:37])=[O:36])[CH2:30][CH2:29]1)=[O:27])[S:10]([CH:13]1[CH2:18][CH2:17][CH2:16][CH:15]=[C:14]1[C:19]([O:21][CH2:22][CH3:23])=[O:20])(=[O:12])=[O:11].C(O)C.C(=O)([O-])[O-].[Na+:45].[Na+]. Product: [Cl:1][C:2]1[CH:7]=[C:6]([F:8])[CH:5]=[CH:4][C:3]=1[N:9]([CH2:24][O:25][C:26]([N:28]1[CH2:29][CH2:30][CH:31]([CH2:34][C:35]([O-:37])=[O:36])[CH2:32][CH2:33]1)=[O:27])[S:10]([CH:13]1[CH2:18][CH2:17][CH2:16][CH:15]=[C:14]1[C:19]([O:21][CH2:22][CH3:23])=[O:20])(=[O:11])=[O:12].[Na+:45]. The catalyst class is: 6. (4) Reactant: [Si]([O:8][CH2:9][C:10]1([CH3:38])[S:16][CH2:15][CH2:14][N:13]2[C:17]([C:20]3([C:23]4[CH:28]=[CH:27][C:26](B5OC(C)(C)C(C)(C)O5)=[CH:25][CH:24]=4)[CH2:22][CH2:21]3)=[N:18][N:19]=[C:12]2[CH2:11]1)(C(C)(C)C)(C)C.Cl[C:40]1[CH:45]=[C:44](Cl)[N:43]=[CH:42][N:41]=1.[C:47](=O)([O-])[O-:48].[K+].[K+].C(=O)([O-])O.[Na+]. Product: [CH3:47][O:48][C:44]1[N:43]=[CH:42][N:41]=[C:40]([C:26]2[CH:25]=[CH:24][C:23]([C:20]3([C:17]4[N:13]5[CH2:14][CH2:15][S:16][C:10]([CH2:9][OH:8])([CH3:38])[CH2:11][C:12]5=[N:19][N:18]=4)[CH2:22][CH2:21]3)=[CH:28][CH:27]=2)[CH:45]=1. The catalyst class is: 437. (5) The catalyst class is: 68. Reactant: Cl.[Cl:2][C:3]1[N:4]=[C:5]([N:12]2[CH2:17][CH2:16][O:15][CH2:14][C@@H:13]2[CH3:18])[C:6]2[CH2:11][NH:10][CH2:9][C:7]=2[N:8]=1.[CH:19]1([CH:22]=O)[CH2:21][CH2:20]1.CCN(CC)CC.C(O[BH-](OC(=O)C)OC(=O)C)(=O)C.[Na+]. Product: [Cl:2][C:3]1[N:4]=[C:5]([N:12]2[CH2:17][CH2:16][O:15][CH2:14][C@@H:13]2[CH3:18])[C:6]2[CH2:11][N:10]([CH2:22][CH:19]3[CH2:21][CH2:20]3)[CH2:9][C:7]=2[N:8]=1. (6) The catalyst class is: 2. Product: [CH3:29][C:17]1[CH:18]=[C:19]([S:23]([NH:26][C:27]([N:5]2[CH2:4][CH2:3][C:9]3[CH:10]=[CH:11][C:12]([NH:14][C:27](=[O:28])[NH:26][S:23]([C:19]4[CH:18]=[CH:17][CH:22]=[C:33]([CH3:34])[CH:20]=4)(=[O:24])=[O:15])=[CH:13][C:8]=3[CH2:7][CH2:6]2)=[O:28])(=[O:25])=[O:24])[CH:20]=[CH:21][CH:22]=1. Reactant: Br.Br.[CH2:3]1[C:9]2[CH:10]=[CH:11][C:12]([NH2:14])=[CH:13][C:8]=2[CH2:7][CH2:6][NH:5][CH2:4]1.[OH-:15].[Na+].[C:17]1([CH3:29])[CH:22]=[CH:21][CH:20]=[C:19]([S:23]([N:26]=[C:27]=[O:28])(=[O:25])=[O:24])[CH:18]=1.C(O[CH2:33][CH3:34])C. (7) Reactant: [F:1][C:2]1[CH:10]=[CH:9][C:5]([C:6]([OH:8])=O)=[CH:4][CH:3]=1.CN(C(ON1N=NC2C=CC=NC1=2)=[N+](C)C)C.F[P-](F)(F)(F)(F)F.CCN(C(C)C)C(C)C.Cl.[NH2:45][C:46]1[CH:47]=[CH:48][C:49]([CH2:55][OH:56])=[C:50]([B:52]([OH:54])O)[CH:51]=1. Product: [F:1][C:2]1[CH:3]=[CH:4][C:5]([C:6]([NH:45][C:46]2[CH:47]=[CH:48][C:49]3[CH2:55][O:56][B:52]([OH:54])[C:50]=3[CH:51]=2)=[O:8])=[CH:9][CH:10]=1. The catalyst class is: 3. (8) Reactant: [CH3:1][O:2][NH2:3].Cl.[CH3:5][O:6][C:7]1[CH:8]=[C:9]2[C:14](=[CH:15][CH:16]=1)[C:13](=O)[CH2:12][CH2:11][CH2:10]2. Product: [CH3:1][O:2][N:3]=[C:13]1[C:14]2[C:9](=[CH:8][C:7]([O:6][CH3:5])=[CH:16][CH:15]=2)[CH2:10][CH2:11][CH2:12]1. The catalyst class is: 5. (9) Reactant: Br[C:2]1[CH:9]=[CH:8][C:5]([C:6]#[N:7])=[C:4]([CH3:10])[CH:3]=1.CC1(C)C(C)(C)OB([C:19]2[CH2:24][CH2:23][N:22]([C:25]([O:27][C:28]([CH3:31])([CH3:30])[CH3:29])=[O:26])[CH2:21][CH:20]=2)O1.C(=O)([O-])[O-].[K+].[K+]. Product: [C:6]([C:5]1[CH:8]=[CH:9][C:2]([C:19]2[CH2:24][CH2:23][N:22]([C:25]([O:27][C:28]([CH3:31])([CH3:30])[CH3:29])=[O:26])[CH2:21][CH:20]=2)=[CH:3][C:4]=1[CH3:10])#[N:7]. The catalyst class is: 70. (10) Reactant: [C:1]([C:3]1[CH:4]=[C:5]2[C:9](=[CH:10][CH:11]=1)[N:8]([CH2:12][CH2:13][C:14]([O:16][CH2:17][CH3:18])=[O:15])[N:7]=[CH:6]2)#[N:2].Cl.[NH2:20][OH:21].C(=O)(O)[O-].[Na+]. Product: [OH:21][NH:20][C:1](=[NH:2])[C:3]1[CH:4]=[C:5]2[C:9](=[CH:10][CH:11]=1)[N:8]([CH2:12][CH2:13][C:14]([O:16][CH2:17][CH3:18])=[O:15])[N:7]=[CH:6]2. The catalyst class is: 8.